Dataset: Catalyst prediction with 721,799 reactions and 888 catalyst types from USPTO. Task: Predict which catalyst facilitates the given reaction. (1) Reactant: [C:1]([C:4]1[CH:9]=[C:8]([C:10]2[CH:15]=[CH:14][N:13]=[C:12]([NH:16][CH:17]3[CH2:22][CH2:21][CH2:20][CH2:19][CH2:18]3)[CH:11]=2)[N:7]=[C:6]([N:23]2[CH2:28][CH2:27][CH:26]([C:29]([OH:31])=O)[CH2:25][CH2:24]2)[CH:5]=1)(=[O:3])[NH2:2].[NH4+].[Cl-].C[N:35](C(ON1N=NC2C=CC=NC1=2)=[N+](C)C)C.F[P-](F)(F)(F)(F)F.C(N(C(C)C)C(C)C)C. Product: [CH:17]1([NH:16][C:12]2[CH:11]=[C:10]([C:8]3[N:7]=[C:6]([N:23]4[CH2:28][CH2:27][CH:26]([C:29]([NH2:35])=[O:31])[CH2:25][CH2:24]4)[CH:5]=[C:4]([C:1]([NH2:2])=[O:3])[CH:9]=3)[CH:15]=[CH:14][N:13]=2)[CH2:18][CH2:19][CH2:20][CH2:21][CH2:22]1. The catalyst class is: 3. (2) Reactant: C(=O)([O-])[O-].[Na+].[Na+].[NH2:7][C@H:8]([C:17]([OH:19])=[O:18])[CH2:9][CH2:10][C:11]1[CH:16]=[CH:15][CH:14]=[CH:13][CH:12]=1.C(OC(N[C:26](=[O:36])[C:27]1[C:28](=[CH:32][CH:33]=[CH:34][CH:35]=1)[C:29](N)=[O:30])=O)C. Product: [C:11]1([CH2:10][CH2:9][CH:8]([N:7]2[C:29](=[O:30])[C:28]3=[CH:32][CH:33]=[CH:34][CH:35]=[C:27]3[C:26]2=[O:36])[C:17]([OH:19])=[O:18])[CH:12]=[CH:13][CH:14]=[CH:15][CH:16]=1. The catalyst class is: 69. (3) Reactant: [CH3:1][O:2][C:3]1[C:4]([CH3:31])=[C:5]([C:22]([O:29][CH3:30])=[C:23]([O:27][CH3:28])[C:24]=1[O:25][CH3:26])[CH2:6][C:7]1[CH:8]=[CH:9][C:10]([C:16]2[CH:21]=[CH:20][N:19]=[CH:18][CH:17]=2)=[C:11]([CH:15]=1)[C:12]([OH:14])=O.[F:32][C:33]([F:42])([F:41])[C:34]1[CH:40]=[CH:39][C:37]([NH2:38])=[CH:36][CH:35]=1.C(N(CC)CC)C.[Cl-].ClC1N(C)CC[NH+]1C. Product: [CH3:1][O:2][C:3]1[C:4]([CH3:31])=[C:5]([C:22]([O:29][CH3:30])=[C:23]([O:27][CH3:28])[C:24]=1[O:25][CH3:26])[CH2:6][C:7]1[CH:8]=[CH:9][C:10]([C:16]2[CH:17]=[CH:18][N:19]=[CH:20][CH:21]=2)=[C:11]([CH:15]=1)[C:12]([NH:38][C:37]1[CH:39]=[CH:40][C:34]([C:33]([F:32])([F:41])[F:42])=[CH:35][CH:36]=1)=[O:14]. The catalyst class is: 2. (4) Reactant: [NH3:1].Cl[C:3]1[C:8]2[C:9](=[O:33])[N:10]([C:14]3[CH:15]=[C:16]4[C:20](=[CH:21][CH:22]=3)[N:19]([C:23]3[CH:24]=[N:25][C:26]([C:29]([OH:32])([CH3:31])[CH3:30])=[CH:27][CH:28]=3)[CH:18]=[CH:17]4)[CH2:11][CH2:12][O:13][C:7]=2[N:6]=[CH:5][N:4]=1. Product: [NH2:1][C:3]1[C:8]2[C:9](=[O:33])[N:10]([C:14]3[CH:15]=[C:16]4[C:20](=[CH:21][CH:22]=3)[N:19]([C:23]3[CH:24]=[N:25][C:26]([C:29]([OH:32])([CH3:31])[CH3:30])=[CH:27][CH:28]=3)[CH:18]=[CH:17]4)[CH2:11][CH2:12][O:13][C:7]=2[N:6]=[CH:5][N:4]=1. The catalyst class is: 12. (5) Reactant: Cl[C:2]1[N:7]=[N:6][C:5]([NH:8][CH2:9][CH:10]2[CH2:15][CH2:14][N:13]([C:16]([O:18][CH2:19][C:20]3[CH:25]=[CH:24][CH:23]=[CH:22][CH:21]=3)=[O:17])[CH2:12][CH2:11]2)=[CH:4][CH:3]=1.[H][H]. Product: [N:7]1[CH:2]=[CH:3][CH:4]=[C:5]([NH:8][CH2:9][CH:10]2[CH2:15][CH2:14][N:13]([C:16]([O:18][CH2:19][C:20]3[CH:25]=[CH:24][CH:23]=[CH:22][CH:21]=3)=[O:17])[CH2:12][CH2:11]2)[N:6]=1. The catalyst class is: 171. (6) Reactant: [CH3:1][O:2][CH2:3][C:4]#[C:5][C:6]1[CH:7]=[C:8]([C:12]2[CH:13]=[C:14]3[C:41](=[CH:42][CH:43]=2)[O:40][CH2:39][C:35]2([CH2:38][O:37][CH2:36]2)[C:15]23[CH2:19][O:18][C:17]([N:20](C(OC(C)(C)C)=O)C(OC(C)(C)C)=O)=[N:16]2)[CH:9]=[N:10][CH:11]=1. Product: [CH3:1][O:2][CH2:3][C:4]#[C:5][C:6]1[CH:7]=[C:8]([C:12]2[CH:13]=[C:14]3[C:41](=[CH:42][CH:43]=2)[O:40][CH2:39][C:35]2([CH2:38][O:37][CH2:36]2)[C:15]23[CH2:19][O:18][C:17]([NH2:20])=[N:16]2)[CH:9]=[N:10][CH:11]=1. The catalyst class is: 11.